Dataset: Experimentally validated miRNA-target interactions with 360,000+ pairs, plus equal number of negative samples. Task: Binary Classification. Given a miRNA mature sequence and a target amino acid sequence, predict their likelihood of interaction. (1) The miRNA is mmu-miR-135b-5p with sequence UAUGGCUUUUCAUUCCUAUGUGA. The protein sequence of the target gene is MVTKAFVLLAIFAEASAKSCAPNKADVILVFCYPKTIITKIPECPYGWEVHQLALGGLCYNGVHEGGYYQFVIPDLSPKNKSYCGTQSEYKPPIYHFYSHIVSNDTTVIVKNQPVNYSFSCTYHSTYLVNQAAFDQRVATVHVKNGSMGTFESQLSLNFYTNAKFSIKKEAPFVLEASEIGSDLFAGVEAKGLSIRFKVVLNSCWATPSADFMYPLQWQLINKGCPTDETVLVHENGRDHRATFQFNAFRFQNIPKLSKVWLHCETFICDSEKLSCPVTCDKRKRLLRDQTGGVLVVELS.... Result: 0 (no interaction). (2) The miRNA is hsa-miR-6885-3p with sequence CUUUGCUUCCUGCUCCCCUAG. The protein sequence of the target gene is MLFIFPLSLPWRPSCWKESCSTGQRQAGRSREDSVTPPPSSPWPTPPAGAMSTKQEARRDEGEARTRGQEAQLRDRAHLSQQRRLKQATQFLHKDSADLLPLDSLKRLGTSKDLQPRSVIQRRLVEGNPNWLQGEPPRMQDLIHGQESRRKTSRTEIPALLVNCKCQDQLLRVAVDTGTQYNRISAGCLSRLGLEKRVLKASAGDLAPGPPTQVEQLELQLGQETVVCSAQVVDAESPEFCLGLQTLLSLKCCIDLEHGVLRLKAPFSELPFLPLYQEPGQ. Result: 1 (interaction). (3) The miRNA is hsa-miR-517c-3p with sequence AUCGUGCAUCCUUUUAGAGUGU. The protein sequence of the target gene is MIHMLNAAAYRVKWTRSGAAKRAACLVAAAYALKTLYPIIGKRLKQPGHRKAKAEAYSPAENREILHCTEIICKKPAPGLNAAFFKQLLELRKILFPKLVTTETGWLCLHSVALISRTFLSIYVAGLDGKIVKSIVEKKPRTFIIKLIKWLMIAIPATFVNSAIRYLECKLALAFRTRLVDHAYETYFANQTYYKVINMDGRLANPDQSLTEDIMMFSQSVAHLYSNLTKPILDVILTSYTLIRTATSRGASPIGPTLLAGLVVYATAKVLKACSPKFGSLVAEEAHRKGYLRYVHSRII.... Result: 0 (no interaction). (4) The miRNA is mmu-miR-301a-3p with sequence CAGUGCAAUAGUAUUGUCAAAGC. The protein sequence of the target gene is MSDQKKEEEEEAAAAAAMATEGGKTSEPENNNKKPKTSGSQDSQPSPLALLAATCSKIGTPGENQATGQQQIIIDPSQGLVQLQNQPQQLELVTTQLAGNAWQLVASTPPASKENNVSQPASSSSSSSSSNNGSASPTKTKSGNSSTPGQFQVIQVQNPSGSVQYQVIPQLQTVEGQQIQINPTSSSSLQDLQGQIQLISAGNNQAILTAANRTASGNILAQNLANQTVPVQIRPGVSIPLQLQTLPGTQAQVVTTLPINIGGVTLALPVINNVAAGGGTGQVGQPAATADSGTSNGNQL.... Result: 0 (no interaction). (5) The miRNA is hsa-miR-1269a with sequence CUGGACUGAGCCGUGCUACUGG. The protein sequence of the target gene is MDEADFSEHTTYKQEDLPYDGDLSQIKIGNDYSFTSKKDGLEVLNQIIFIADDPQEKAMHSETCGNTAVTIPLGKITENAANKKDEKEKQCTAALHIPANEGDASKSSISDILLHHLSKEPFLRGQGIDCETLPEISNADSFEEEAIIKSIISCYNKNSWPKEQTPELTDQLNPKRDGENSNKPGSATTTEENTSDLEGPVAAGDSSHQENVNVLTKTKGPGDKQKSYQGQSPQKQQTEKANSGNTFKYGQGQVHYQLPDFSKIAPKVKIPKNKIINKPLAIAKQASFSSKSRDKPTLVQ.... Result: 0 (no interaction). (6) The miRNA is ath-miR1888a with sequence UAAGUUAAGAUUUGUGAAGAA. The protein sequence of the target gene is MRRRPPSRGGRGAARARETRRQPRHRSGRRMAEAISCTLNCSCQSFKPGKINHRQCDQCKHGWVAHALSKLRIPPMYPTSQVEIVQSNVVFDISSLMLYGTQAIPVRLKILLDRLFSVLKQDEVLQILHALDWTLQDYIRGYVLQDASGKVLDHWSIMTSEEEVATLQQFLRFGETKSIVELMAIQEKEEQSIIIPPSTANVDIRAFIESCSHRSSSLPTPVDKGNPSSIHPFENLISNMTFMLPFQFFNPLPPALIGSLPEQYMLEQGHDQSQDPKQEVHGPFPDSSFLTSSSTPFQVE.... Result: 0 (no interaction). (7) The miRNA is hsa-miR-1245b-3p with sequence UCAGAUGAUCUAAAGGCCUAUA. The protein sequence of the target gene is MEEFDLVKTLHKTSSSVGSDENSLHSLGLNLNTDRSSPHLSTNGVSSFSGKTRPSVIQGTVEVLTSLMQELQNSGKTDSELWKNCETRWLQLFNLVEKQCQEQIVAQQEQFHNQIQHIQEEIKNLVKLQTSSASLASCEGNSSNKQVSSESQMGFFSLSSERNESVIHYPESTEPEIQQEMSTSQPDCNVDSCSVSSGYGTFCISELNLYKSKDPKEFMEHIDVPKGQYVAPAVPAESLVDGVKNENFYIQTPEECHVSLKEDVSISPGEFEHNFLGENKVSEVYSGKTNSNAITSWAQK.... Result: 0 (no interaction). (8) The miRNA is hsa-miR-503-3p with sequence GGGGUAUUGUUUCCGCUGCCAGG. The protein sequence of the target gene is MSVSESAVFAYESSVHSTNVLLSLNDQRKKDVLCDVTVLVEGQRFRAHRSVLAACSSYFHSRIVGQTDAELTVTLPEEVTVKGFEPLIQFAYTAKLILSKDNVDEVCRCVEFLSVHNIEESCFQFLKFKFLDSTSEQQECARKKCFSSHCQKADFKFSFSEQKDLEIDEADEFLEKKRVQTPQCDSRRCQGSVKASPPLQDSVSQACQSLCTDKDGALALPSLCPKYRKFQKAFGTDKIRTLESGVRDVHTASVQPNETSELECFGGAQGCADLHVILKCEGMKAAMESEDTEGQDPSPQ.... Result: 0 (no interaction). (9) The miRNA is rno-miR-212-3p with sequence UAACAGUCUCCAGUCACGGCCA. The protein sequence of the target gene is MQLEHCLSPSIMLSKKFLNVSSSYPHSGGSELVLHDHPIISTTDNLERSSPLKKITRGMTNQSDTDNFPDSKDSPGDVQRSKLSPVLDGVSELRHSFDGSAADRYLLSQSSQPQSAATAPSAMFPYPGQHGPAHPAFSIGSPSRYMAHHPVITNGAYNSLLSNSSPQGYPTAGYPYPQQYGHSYQGAPFYQFSSTQPGLVPGKAQVYLCNRPLWLKFHRHQTEMIITKQGRRMFPFLSFNISGLDPTAHYNIFVDVILADPNHWRFQGGKWVPCGKADTNVQGNRVYMHPDSPNTGAHWM.... Result: 0 (no interaction).